This data is from Full USPTO retrosynthesis dataset with 1.9M reactions from patents (1976-2016). The task is: Predict the reactants needed to synthesize the given product. (1) Given the product [O:26]1[CH2:27][CH2:28][CH:23]([N:21]2[CH:22]=[C:18]3[C:19]([C:29](=[O:30])[NH:1][CH2:2][CH2:3][CH2:4][CH2:5][CH2:6][N:7]4[CH:11]=[C:10]([C:12]5[CH:13]=[C:14]([C:15](=[O:16])[NH:17]3)[CH:32]=[CH:33][CH:34]=5)[CH:9]=[N:8]4)=[N:20]2)[CH2:24][CH2:25]1, predict the reactants needed to synthesize it. The reactants are: [NH2:1][CH2:2][CH2:3][CH2:4][CH2:5][CH2:6][N:7]1[CH:11]=[C:10]([C:12]2[CH:13]=[C:14]([CH:32]=[CH:33][CH:34]=2)[C:15]([NH:17][C:18]2[C:19]([C:29]([O-])=[O:30])=[N:20][N:21]([CH:23]3[CH2:28][CH2:27][O:26][CH2:25][CH2:24]3)[CH:22]=2)=[O:16])[CH:9]=[N:8]1.[Li+].F[P-](F)(F)(F)(F)F.N1(O[P+](N(C)C)(N(C)C)N(C)C)C2C=CC=CC=2N=N1.C(N(C(C)C)C(C)C)C. (2) Given the product [OH:1][CH2:2][C:3]1[O:7][C:6]([C:8]([O:10][CH2:13][CH3:14])=[O:9])=[C:5]([CH3:11])[CH:4]=1, predict the reactants needed to synthesize it. The reactants are: [OH:1][CH2:2][C:3]1[O:7][C:6]([C:8]([OH:10])=[O:9])=[C:5]([CH3:11])[CH:4]=1.I[CH2:13][CH3:14]. (3) Given the product [CH3:28][O:29][C:30]([C:32]1[CH:37]=[N:36][C:35]([NH:38][C:13](=[O:15])[C@@H:12]([C:4]2[CH:5]=[CH:6][C:7]([S:8]([CH3:11])(=[O:9])=[O:10])=[C:2]([Cl:1])[CH:3]=2)[CH2:16][CH:17]2[CH2:21][CH2:20][CH2:19][CH2:18]2)=[CH:34][N:33]=1)=[O:31], predict the reactants needed to synthesize it. The reactants are: [Cl:1][C:2]1[CH:3]=[C:4]([C@@H:12]([CH2:16][CH:17]2[CH2:21][CH2:20][CH2:19][CH2:18]2)[C:13]([OH:15])=O)[CH:5]=[CH:6][C:7]=1[S:8]([CH3:11])(=[O:10])=[O:9].C(Cl)(=O)C(Cl)=O.[CH3:28][O:29][C:30]([C:32]1[CH:37]=[N:36][C:35]([NH2:38])=[CH:34][N:33]=1)=[O:31].N1C=CC=CC=1. (4) Given the product [C:1]([C:3]1[CH:4]=[C:5]([CH:38]([CH3:40])[CH3:39])[C:6]2[O:10][C:9]([C:11]3[CH:36]=[CH:35][C:14]([C:15]([NH:17][CH2:18][C:19]4([CH3:34])[O:23][C:22](=[O:24])[NH:21][CH2:20]4)=[O:16])=[CH:13][CH:12]=3)=[N:8][C:7]=2[CH:37]=1)#[N:2], predict the reactants needed to synthesize it. The reactants are: [C:1]([C:3]1[CH:4]=[C:5]([CH:38]([CH3:40])[CH3:39])[C:6]2[O:10][C:9]([C:11]3[CH:36]=[CH:35][C:14]([C:15]([NH:17][CH2:18][C:19]4([CH3:34])[O:23][C:22](=[O:24])[N:21](CC5C=CC(OC)=CC=5)[CH2:20]4)=[O:16])=[CH:13][CH:12]=3)=[N:8][C:7]=2[CH:37]=1)#[N:2]. (5) Given the product [N:1]1([C:2]2[CH:3]=[CH:4][C:5]([CH:8]([CH3:13])[C:9]([O:11][CH3:12])=[O:10])=[CH:6][CH:7]=2)[CH2:18][CH2:17][CH2:16][CH2:15]1, predict the reactants needed to synthesize it. The reactants are: [NH2:1][C:2]1[CH:7]=[CH:6][C:5]([CH:8]([CH3:13])[C:9]([O:11][CH3:12])=[O:10])=[CH:4][CH:3]=1.Br[CH2:15][CH2:16][CH2:17][CH2:18]Br.C(N(CC)C(C)C)(C)C. (6) Given the product [O:22]1[CH2:27][CH2:26][CH:25]([CH2:28][NH:29][C:19]([C:16]2[CH:15]=[C:14]([CH2:13][O:12][CH2:11][C:2]3[CH:3]=[CH:4][C:5]4[C:10](=[CH:9][CH:8]=[CH:7][CH:6]=4)[CH:1]=3)[O:18][N:17]=2)=[O:21])[CH2:24][CH2:23]1, predict the reactants needed to synthesize it. The reactants are: [CH:1]1[C:10]2[C:5](=[CH:6][CH:7]=[CH:8][CH:9]=2)[CH:4]=[CH:3][C:2]=1[CH2:11][O:12][CH2:13][C:14]1[O:18][N:17]=[C:16]([C:19]([OH:21])=O)[CH:15]=1.[O:22]1[CH2:27][CH2:26][CH:25]([CH2:28][NH2:29])[CH2:24][CH2:23]1.ON1C2C=CC=CC=2N=N1.Cl.C(N=C=NCCCN(C)C)C. (7) Given the product [C:13]1([C:19](=[N:26][C:27]2([C:32]([O:34][CH2:35][CH3:36])=[O:33])[CH2:31][CH:30]([C:2]3[CH:11]=[CH:10][C:9]4[C:8](=[O:12])[CH2:7][CH2:6][CH2:5][C:4]=4[CH:3]=3)[CH:29]=[CH:28]2)[C:20]2[CH:25]=[CH:24][CH:23]=[CH:22][CH:21]=2)[CH:18]=[CH:17][CH:16]=[CH:15][CH:14]=1, predict the reactants needed to synthesize it. The reactants are: Br[C:2]1[CH:3]=[C:4]2[C:9](=[CH:10][CH:11]=1)[C:8](=[O:12])[CH2:7][CH2:6][CH2:5]2.[C:13]1([C:19](=[N:26][C:27]2([C:32]([O:34][CH2:35][CH3:36])=[O:33])[CH2:31][CH:30]=[CH:29][CH2:28]2)[C:20]2[CH:25]=[CH:24][CH:23]=[CH:22][CH:21]=2)[CH:18]=[CH:17][CH:16]=[CH:15][CH:14]=1.CCN(CC)CC.